From a dataset of Catalyst prediction with 721,799 reactions and 888 catalyst types from USPTO. Predict which catalyst facilitates the given reaction. (1) Reactant: Br[C:2]1[CH:6]=[CH:5][O:4][C:3]=1[C:7]([O:9][CH2:10][CH3:11])=[O:8].C([Sn](CCCC)(CCCC)[C:17]1[CH:22]=[CH:21][N:20]=[CH:19][CH:18]=1)CCC.[F-].[NH4+]. Product: [N:20]1[CH:21]=[CH:22][C:17]([C:2]2[CH:6]=[CH:5][O:4][C:3]=2[C:7]([O:9][CH2:10][CH3:11])=[O:8])=[CH:18][CH:19]=1. The catalyst class is: 176. (2) Reactant: [CH3:1][N:2]([CH3:45])[C:3]([C:5]1[CH:10]=[C:9]([C:11]2[CH:12]=[C:13]3[C:19]([C:20]4[CH:25]=[CH:24][CH:23]=[CH:22][C:21]=4[O:26][CH3:27])=[N:18][N:17](COCC[Si](C)(C)C)[C:14]3=[N:15][CH:16]=2)[CH:8]=[CH:7][C:6]=1[NH:36][C:37]([C:39]1[N:40]=[CH:41][N:42]([CH3:44])[CH:43]=1)=[O:38])=[O:4].Cl(O)(=O)(=O)=O.C(=O)(O)[O-].[Na+]. Product: [CH3:45][N:2]([CH3:1])[C:3]([C:5]1[CH:10]=[C:9]([C:11]2[CH:12]=[C:13]3[C:19]([C:20]4[CH:25]=[CH:24][CH:23]=[CH:22][C:21]=4[O:26][CH3:27])=[N:18][NH:17][C:14]3=[N:15][CH:16]=2)[CH:8]=[CH:7][C:6]=1[NH:36][C:37]([C:39]1[N:40]=[CH:41][N:42]([CH3:44])[CH:43]=1)=[O:38])=[O:4]. The catalyst class is: 506. (3) Reactant: [C:1]([NH:4][C@@H:5]([CH2:10][C:11]1[CH:16]=[CH:15][C:14]([C:17]2[C:18]3[C:23]([C:24]4[CH:25]=[CH:26][CH:27]=[CH:28][C:29]=4[CH:30]=2)=[CH:22][CH:21]=[CH:20][CH:19]=3)=[CH:13][CH:12]=1)[C:6]([O:8]C)=[O:7])(=[O:3])[CH3:2].O.[OH-].[Li+]. Product: [C:1]([NH:4][C@@H:5]([CH2:10][C:11]1[CH:16]=[CH:15][C:14]([C:17]2[C:18]3[C:23]([C:24]4[CH:25]=[CH:26][CH:27]=[CH:28][C:29]=4[CH:30]=2)=[CH:22][CH:21]=[CH:20][CH:19]=3)=[CH:13][CH:12]=1)[C:6]([OH:8])=[O:7])(=[O:3])[CH3:2]. The catalyst class is: 731.